From a dataset of Reaction yield outcomes from USPTO patents with 853,638 reactions. Predict the reaction yield, written as a fraction of the theoretical maximum amount of product (1.0 means a 100% yield; for example, 0.34 means a 34% yield). (1) The reactants are [CH3:1][N:2]([CH3:19])[CH2:3][CH2:4][O:5][C:6]1[CH:11]=[C:10]([C:12]([F:15])([F:14])[F:13])[CH:9]=[C:8]([N+:16]([O-])=O)[CH:7]=1. The catalyst is CO.[Pd]. The product is [CH3:1][N:2]([CH3:19])[CH2:3][CH2:4][O:5][C:6]1[CH:7]=[C:8]([CH:9]=[C:10]([C:12]([F:13])([F:14])[F:15])[CH:11]=1)[NH2:16]. The yield is 0.900. (2) The reactants are [Br:1][C:2]1[CH:7]=[CH:6][C:5]([NH:8][C:9](=[O:13])[CH2:10][CH2:11]Cl)=[C:4]([Cl:14])[CH:3]=1.[Cl-].[Al+3].[Cl-].[Cl-]. No catalyst specified. The product is [Br:1][C:2]1[CH:7]=[C:6]2[C:5](=[C:4]([Cl:14])[CH:3]=1)[NH:8][C:9](=[O:13])[CH2:10][CH2:11]2. The yield is 0.270. (3) The reactants are [O:1]1[CH2:5][CH2:4][CH2:3]C1.[C:6]12([OH:17])[CH2:15][CH:10]3[CH2:11][CH:12]([CH2:14][C:8]([OH:16])([CH2:9]3)[CH2:7]1)[CH2:13]2.[H-].[Na+].[CH2:20]([CH:22]1[O:24][CH2:23]1)Cl. The catalyst is C(Cl)(Cl)Cl. The product is [CH2:20]([O:17][C:6]12[CH2:15][CH:10]3[CH2:11][CH:12]([CH2:14][C:8]([O:16][CH2:3][CH:4]4[O:1][CH2:5]4)([CH2:9]3)[CH2:7]1)[CH2:13]2)[CH:22]1[O:24][CH2:23]1. The yield is 0.0640. (4) The reactants are C([Li])CCC.Br[C:7]1[CH:8]=[N:9][CH:10]=[N:11][CH:12]=1.[CH2:13]1[O:23][C:16]2([CH2:21][CH2:20][C:19](=[O:22])[CH2:18][CH2:17]2)[O:15][CH2:14]1.O. The catalyst is C1COCC1. The product is [N:9]1[CH:8]=[C:7]([C:19]2([OH:22])[CH2:20][CH2:21][C:16]3([O:23][CH2:13][CH2:14][O:15]3)[CH2:17][CH2:18]2)[CH:12]=[N:11][CH:10]=1. The yield is 0.120.